Task: Predict the product of the given reaction.. Dataset: Forward reaction prediction with 1.9M reactions from USPTO patents (1976-2016) (1) Given the reactants [F:1][C:2]1[CH:7]=[CH:6][C:5]([CH2:8][CH2:9][CH2:10][C:11]2[S:12][C:13]3[N:14]=[C:15]([NH2:26])[N:16]=[C:17]([N:20]4[CH2:25][CH2:24][NH:23][CH2:22][CH2:21]4)[C:18]=3[N:19]=2)=[CH:4][CH:3]=1.[Cl:27][C:28]1[CH:38]=[CH:37][C:31]([O:32][CH2:33][C:34](O)=[O:35])=[CH:30][CH:29]=1, predict the reaction product. The product is: [NH2:26][C:15]1[N:16]=[C:17]([N:20]2[CH2:21][CH2:22][N:23]([C:34](=[O:35])[CH2:33][O:32][C:31]3[CH:37]=[CH:38][C:28]([Cl:27])=[CH:29][CH:30]=3)[CH2:24][CH2:25]2)[C:18]2[N:19]=[C:11]([CH2:10][CH2:9][CH2:8][C:5]3[CH:6]=[CH:7][C:2]([F:1])=[CH:3][CH:4]=3)[S:12][C:13]=2[N:14]=1. (2) Given the reactants C[O-].[Na+].Cl.[C:5]([NH2:8])(=[NH:7])[CH3:6].[F:9][CH:10]([C:15](OC)=[O:16])[C:11](OC)=[O:12], predict the reaction product. The product is: [F:9][C:10]1[C:11]([OH:12])=[N:7][C:5]([CH3:6])=[N:8][C:15]=1[OH:16]. (3) Given the reactants C([O:3][C:4](=[O:17])[C:5]([NH:7][C:8]1[CH:13]=[C:12]([O:14][CH3:15])[N:11]=[C:10]([Br:16])[CH:9]=1)=[O:6])C.[OH-].[Na+].O.Cl, predict the reaction product. The product is: [Br:16][C:10]1[CH:9]=[C:8]([NH:7][C:5](=[O:6])[C:4]([OH:17])=[O:3])[CH:13]=[C:12]([O:14][CH3:15])[N:11]=1. (4) The product is: [CH3:34][N:26]1[C:25]2[CH:31]=[C:21]([O:20][CH2:19][CH2:18][N:15]3[CH2:14][CH2:13][N:12]([C:8]4[CH:7]=[CH:6][CH:5]=[C:4]5[C:9]=4[CH:10]=[CH:11][C:2]([CH3:1])=[N:3]5)[CH2:17][CH2:16]3)[CH:22]=[CH:23][C:24]=2[O:29][CH2:28][C:27]1=[O:30]. Given the reactants [CH3:1][C:2]1[CH:11]=[CH:10][C:9]2[C:4](=[CH:5][CH:6]=[CH:7][C:8]=2[N:12]2[CH2:17][CH2:16][N:15]([CH2:18][CH2:19][O:20][C:21]3[CH:22]=[CH:23][C:24]4[O:29][CH2:28][C:27](=[O:30])[NH:26][C:25]=4[CH:31]=3)[CH2:14][CH2:13]2)[N:3]=1.[H-].[Na+].[CH3:34]I, predict the reaction product. (5) Given the reactants Cl.[CH3:2][N:3]1[CH2:8][CH2:7][CH:6]([N:9]2[CH2:14][CH2:13][CH:12]([NH2:15])[CH2:11][CH2:10]2)[CH2:5][CH2:4]1.C(N(CC)CC)C.[Br:23][C:24]1[N:29]=[CH:28][C:27]([CH:30]=O)=[CH:26][CH:25]=1.[BH4-].[Na+].[F:34][C:35]([F:48])([F:47])[C:36]1[CH:46]=[CH:45][C:39]([CH:40]=[CH:41][C:42](O)=[O:43])=[CH:38][CH:37]=1.C(Cl)CCl, predict the reaction product. The product is: [Br:23][C:24]1[N:29]=[CH:28][C:27]([CH2:30][N:15]([CH:12]2[CH2:11][CH2:10][N:9]([CH:6]3[CH2:7][CH2:8][N:3]([CH3:2])[CH2:4][CH2:5]3)[CH2:14][CH2:13]2)[C:42](=[O:43])/[CH:41]=[CH:40]/[C:39]2[CH:38]=[CH:37][C:36]([C:35]([F:47])([F:48])[F:34])=[CH:46][CH:45]=2)=[CH:26][CH:25]=1. (6) The product is: [CH:18]1([CH2:21][NH:22][C:23]([C:25]2[C:26]3[CH:34]=[CH:33][C:32]([O:35][C:2]4[CH:7]=[CH:6][N:5]=[C:4]5[CH:8]=[C:9]([C:11]6[S:12][CH:13]=[C:14]([CH2:16][OH:17])[N:15]=6)[S:10][C:3]=45)=[CH:31][C:27]=3[S:28][C:29]=2[CH3:30])=[O:24])[CH2:20][CH2:19]1. Given the reactants Cl[C:2]1[CH:7]=[CH:6][N:5]=[C:4]2[CH:8]=[C:9]([C:11]3[S:12][CH:13]=[C:14]([CH2:16][OH:17])[N:15]=3)[S:10][C:3]=12.[CH:18]1([CH2:21][NH:22][C:23]([C:25]2[C:26]3[CH:34]=[CH:33][C:32]([OH:35])=[CH:31][C:27]=3[S:28][C:29]=2[CH3:30])=[O:24])[CH2:20][CH2:19]1.C([O-])([O-])=O.[Cs+].[Cs+], predict the reaction product. (7) Given the reactants [Br:1][C:2]1[C:11]2[C:6](=[CH:7][CH:8]=[C:9]([O:12][CH3:13])[N:10]=2)[N:5]=[CH:4][C:3]=1[C:14]([OH:16])=[O:15].[C:17]([O-])([O-])=O.[K+].[K+].IC, predict the reaction product. The product is: [Br:1][C:2]1[C:11]2[C:6](=[CH:7][CH:8]=[C:9]([O:12][CH3:13])[N:10]=2)[N:5]=[CH:4][C:3]=1[C:14]([O:16][CH3:17])=[O:15]. (8) Given the reactants [Si:1]([O:18][CH2:19][C:20]1[C:21]([N:35]2[CH2:40][C@H:39]([CH3:41])[O:38][C@H:37]([CH3:42])[CH2:36]2)=[C:22]([F:34])[C:23]2[O:27][N:26]=[C:25]([C:28](OCC)=[O:29])[C:24]=2[CH:33]=1)([C:14]([CH3:17])([CH3:16])[CH3:15])([C:8]1[CH:13]=[CH:12][CH:11]=[CH:10][CH:9]=1)[C:2]1[CH:7]=[CH:6][CH:5]=[CH:4][CH:3]=1.[CH3:43][O:44][CH2:45][CH2:46][NH2:47], predict the reaction product. The product is: [Si:1]([O:18][CH2:19][C:20]1[C:21]([N:35]2[CH2:36][C@H:37]([CH3:42])[O:38][C@H:39]([CH3:41])[CH2:40]2)=[C:22]([F:34])[C:23]2[O:27][N:26]=[C:25]([C:28]([NH:47][CH2:46][CH2:45][O:44][CH3:43])=[O:29])[C:24]=2[CH:33]=1)([C:14]([CH3:17])([CH3:16])[CH3:15])([C:8]1[CH:13]=[CH:12][CH:11]=[CH:10][CH:9]=1)[C:2]1[CH:7]=[CH:6][CH:5]=[CH:4][CH:3]=1. (9) Given the reactants [Cl:1][C:2]1[CH:7]=[CH:6][C:5]([C:8]2[CH:13]=[CH:12][CH:11]=[CH:10][CH:9]=2)=[C:4]([CH2:14][C:15]([OH:17])=[O:16])[CH:3]=1.S(=O)(=O)(O)O.[CH2:23](O)[CH3:24], predict the reaction product. The product is: [Cl:1][C:2]1[CH:7]=[CH:6][C:5]([C:8]2[CH:13]=[CH:12][CH:11]=[CH:10][CH:9]=2)=[C:4]([CH2:14][C:15]([O:17][CH2:23][CH3:24])=[O:16])[CH:3]=1.